From a dataset of Catalyst prediction with 721,799 reactions and 888 catalyst types from USPTO. Predict which catalyst facilitates the given reaction. The catalyst class is: 7. Reactant: [OH:1][CH:2]([C:18]1[CH:23]=[CH:22][CH:21]=[CH:20][CH:19]=1)[CH2:3][CH2:4][CH2:5][CH2:6][N:7]1[C:15](=[O:16])[C:14]2[C:9](=[CH:10][CH:11]=[CH:12][CH:13]=2)[C:8]1=[O:17].[F:24][C:25]([F:34])([F:33])[C:26]1[CH:31]=[CH:30][C:29](O)=[CH:28][CH:27]=1.C1(P(C2C=CC=CC=2)C2C=CC=CC=2)C=CC=CC=1. Product: [C:18]1([CH:2]([O:1][C:29]2[CH:30]=[CH:31][C:26]([C:25]([F:34])([F:33])[F:24])=[CH:27][CH:28]=2)[CH2:3][CH2:4][CH2:5][CH2:6][N:7]2[C:8](=[O:17])[C:9]3[C:14](=[CH:13][CH:12]=[CH:11][CH:10]=3)[C:15]2=[O:16])[CH:23]=[CH:22][CH:21]=[CH:20][CH:19]=1.